From a dataset of Full USPTO retrosynthesis dataset with 1.9M reactions from patents (1976-2016). Predict the reactants needed to synthesize the given product. (1) Given the product [CH2:8]([O:10][C:11](=[O:37])[CH:12]([NH:36][C:38]([O:40][C:41]([CH3:44])([CH3:43])[CH3:42])=[O:39])[CH2:13][C:14]1[C:22]2[C:17](=[CH:18][C:19]([C:23]3[CH:28]=[CH:27][C:26]([O:29][C:30]4[CH:31]=[CH:32][CH:33]=[CH:34][CH:35]=4)=[CH:25][CH:24]=3)=[CH:20][CH:21]=2)[NH:16][CH:15]=1)[CH3:9], predict the reactants needed to synthesize it. The reactants are: C(N(CC)CC)C.[CH2:8]([O:10][C:11](=[O:37])[CH:12]([NH2:36])[CH2:13][C:14]1[C:22]2[C:17](=[CH:18][C:19]([C:23]3[CH:28]=[CH:27][C:26]([O:29][C:30]4[CH:35]=[CH:34][CH:33]=[CH:32][CH:31]=4)=[CH:25][CH:24]=3)=[CH:20][CH:21]=2)[NH:16][CH:15]=1)[CH3:9].[C:38](O[C:38]([O:40][C:41]([CH3:44])([CH3:43])[CH3:42])=[O:39])([O:40][C:41]([CH3:44])([CH3:43])[CH3:42])=[O:39].O. (2) Given the product [S:25]1[C:26]2[CH:31]=[CH:30][CH:29]=[CH:28][C:27]=2[C:23]([N:17]2[CH2:22][CH2:21][N:20]([CH2:2][CH2:3][C:4]3[C:9]([Cl:16])=[CH:8][C:7]([N:10]([CH3:14])[C:11](=[O:13])[CH3:12])=[C:6]([CH3:15])[CH:5]=3)[CH2:19][CH2:18]2)=[N:24]1, predict the reactants needed to synthesize it. The reactants are: Cl[CH2:2][CH2:3][C:4]1[CH:9]=[CH:8][C:7]([N:10]([CH3:14])[C:11](=[O:13])[CH3:12])=[C:6]([CH3:15])[CH:5]=1.[ClH:16].[N:17]1([C:23]2[C:27]3[CH:28]=[CH:29][CH:30]=[CH:31][C:26]=3[S:25][N:24]=2)[CH2:22][CH2:21][NH:20][CH2:19][CH2:18]1.C(=O)([O-])[O-].[K+].[K+].[I-].[K+]. (3) Given the product [CH:1]1([N:6]2[CH2:12][C:11]([F:14])([F:13])[C:10](=[O:15])[N:9]([CH3:16])[C:8]3[CH:17]=[N:18][C:19]([NH:21][C:22]4[CH:30]=[CH:29][C:25]([C:26]([NH:74][CH2:73][CH2:72][N:66]5[CH2:71][CH2:70][O:69][CH2:68][CH2:67]5)=[O:28])=[CH:24][C:23]=4[O:31][CH3:32])=[N:20][C:7]2=3)[CH2:2][CH2:3][CH2:4][CH2:5]1, predict the reactants needed to synthesize it. The reactants are: [CH:1]1([N:6]2[CH2:12][C:11]([F:14])([F:13])[C:10](=[O:15])[N:9]([CH3:16])[C:8]3[CH:17]=[N:18][C:19]([NH:21][C:22]4[CH:30]=[CH:29][C:25]([C:26]([OH:28])=O)=[CH:24][C:23]=4[O:31][CH3:32])=[N:20][C:7]2=3)[CH2:5][CH2:4][CH2:3][CH2:2]1.F[P-](F)(F)(F)(F)F.CN(C(N(C)C)=[N+]1C2C(=NC=CC=2)[N+]([O-])=N1)C.C(N(C(C)C)C(C)C)C.[N:66]1([CH2:72][CH2:73][NH2:74])[CH2:71][CH2:70][O:69][CH2:68][CH2:67]1. (4) Given the product [F:23][CH:9]([F:8])[C:10]1[N:11]=[CH:12][C:13]([C:16]([OH:18])=[O:17])=[N:14][CH:15]=1, predict the reactants needed to synthesize it. The reactants are: FC(F)(F)C(O)=O.[F:8][CH:9]([F:23])[C:10]1[N:11]=[CH:12][C:13]([C:16]([O:18]C(C)(C)C)=[O:17])=[N:14][CH:15]=1.CCOCC.[OH-].[Na+]. (5) Given the product [CH:32]([O:33][C:34]1[CH:39]=[CH:38][C:37]([N:40]2[CH2:13][CH2:12][C:6]3([CH2:7][CH2:8][N:9]([S:24]([C:19]4[CH:20]=[CH:21][CH:22]=[CH:23][C:18]=4[C:17]([F:29])([F:28])[F:16])(=[O:26])=[O:25])[CH2:10][CH2:11]3)[C:4]2=[O:5])=[CH:36][CH:35]=1)([CH3:41])[CH3:31], predict the reactants needed to synthesize it. The reactants are: C(O[C:4]([C:6]1([CH2:12][CH2:13]OC)[CH2:11][CH2:10][NH:9][CH2:8][CH2:7]1)=[O:5])C.[F:16][C:17]([F:29])([F:28])[C:18]1[CH:23]=[CH:22][CH:21]=[CH:20][C:19]=1[S:24](Cl)(=[O:26])=[O:25].F[C:31](F)(F)[CH:32]([CH3:41])[O:33][C:34]1[CH:39]=[CH:38][C:37]([NH2:40])=[CH:36][CH:35]=1.